Dataset: Forward reaction prediction with 1.9M reactions from USPTO patents (1976-2016). Task: Predict the product of the given reaction. (1) Given the reactants [CH:1]1([C:4]2[CH:5]=[CH:6][C:7]([CH:20]([C:22]3[CH:27]=[CH:26][C:25](SC4CC4)=[CH:24][CH:23]=3)[OH:21])=[N:8][C:9]=2[O:10][CH2:11][C:12]2[CH:17]=[CH:16][C:15]([O:18][CH3:19])=[CH:14][CH:13]=2)[CH2:3][CH2:2]1.ClC1C=CC=[C:35]([C:39](OO)=O)[CH:34]=1.[S:43]([O-:47])([O-])(=[O:45])=S.[Na+].[Na+].C(=O)([O-])[O-].[K+].[K+], predict the reaction product. The product is: [CH:1]1([C:4]2[CH:5]=[CH:6][C:7]([CH:20]([C:22]3[CH:23]=[CH:24][C:25]([S:43]([CH:39]4[CH2:35][CH2:34]4)(=[O:47])=[O:45])=[CH:26][CH:27]=3)[OH:21])=[N:8][C:9]=2[O:10][CH2:11][C:12]2[CH:17]=[CH:16][C:15]([O:18][CH3:19])=[CH:14][CH:13]=2)[CH2:3][CH2:2]1. (2) Given the reactants [I:1][C:2]1[C:3]2[C:4](=[CH:8][NH:9][N:10]=2)[N:5]=[CH:6][CH:7]=1.Br[CH2:12][CH2:13][O:14][CH3:15].C(=O)([O-])[O-].[Cs+].[Cs+], predict the reaction product. The product is: [I:1][C:2]1[C:3]2[C:4](=[CH:8][N:9]([CH2:12][CH2:13][O:14][CH3:15])[N:10]=2)[N:5]=[CH:6][CH:7]=1.[I:1][C:2]1[CH:7]=[CH:6][N:5]=[C:4]2[CH:8]=[N:9][N:10]([CH2:12][CH2:13][O:14][CH3:15])[C:3]=12. (3) Given the reactants [OH:1][C@@H:2]1[C@H:6]([CH2:7][NH:8][C:9]([O:11][CH2:12][C:13]2[CH:18]=[CH:17][CH:16]=[CH:15][CH:14]=2)=[O:10])[CH2:5][N:4](C(OC(C)(C)C)=O)[CH2:3]1.O[C@H]1[C@@H](CNC(OCC2C=CC=CC=2)=O)CN(C(OC(C)(C)C)=O)C1.FC(F)(F)C(O)=O.CC[NH+](CC)CC.CC[NH+](CC)CC.C([O-])([O-])=O, predict the reaction product. The product is: [OH:1][C@H:2]1[CH2:3][NH:4][CH2:5][C@H:6]1[CH2:7][NH:8][C:9](=[O:10])[O:11][CH2:12][C:13]1[CH:18]=[CH:17][CH:16]=[CH:15][CH:14]=1. (4) Given the reactants [C:1]([O-:4])(=[S:3])[CH3:2].[K+].[C:6]([O:10][C:11](=[O:18])[CH:12]([CH2:16]Br)[CH:13]([CH3:15])[CH3:14])([CH3:9])([CH3:8])[CH3:7].O, predict the reaction product. The product is: [C:6]([O:10][C:11](=[O:18])[CH:12]([CH2:16][S:3][C:1](=[O:4])[CH3:2])[CH:13]([CH3:14])[CH3:15])([CH3:9])([CH3:8])[CH3:7]. (5) Given the reactants [CH2:1]([N:8]1[CH2:13][CH2:12][C@@H:11]([CH3:14])[C@@H:10]([NH:15][C:16]2[C:17]3[CH:28]=[CH:27][N:26]([CH2:29][O:30][CH2:31][CH2:32][Si:33]([CH3:36])([CH3:35])[CH3:34])[C:18]=3[N:19]=[CH:20][C:21]=2[CH:22]=[C:23](Br)[Br:24])[CH2:9]1)[C:2]1[CH:7]=[CH:6][CH:5]=[CH:4][CH:3]=1.CS(C)=O.C1CCN2C(=NCCC2)CC1.Cl, predict the reaction product. The product is: [CH2:1]([N:8]1[CH2:13][CH2:12][C@@H:11]([CH3:14])[C@@H:10]([NH:15][C:16]2[C:17]3[CH:28]=[CH:27][N:26]([CH2:29][O:30][CH2:31][CH2:32][Si:33]([CH3:35])([CH3:34])[CH3:36])[C:18]=3[N:19]=[CH:20][C:21]=2[C:22]#[C:23][Br:24])[CH2:9]1)[C:2]1[CH:7]=[CH:6][CH:5]=[CH:4][CH:3]=1. (6) The product is: [CH3:1][O:2][C:3]([C:5]1[S:6][CH:7]=[C:8]([CH2:10][CH2:11][CH2:12][CH2:13][OH:14])[CH:9]=1)=[O:4]. Given the reactants [CH3:1][O:2][C:3]([C:5]1[S:6][CH:7]=[C:8]([C:10]#[C:11][CH2:12][CH2:13][OH:14])[CH:9]=1)=[O:4], predict the reaction product. (7) The product is: [OH:3][CH2:4][CH2:5][NH:6][C:7]1[CH:12]=[CH:11][C:10]([F:13])=[C:9]([Cl:14])[CH:8]=1. Given the reactants C([O:3][C:4](=O)[CH2:5][NH:6][C:7]1[CH:12]=[CH:11][C:10]([F:13])=[C:9]([Cl:14])[CH:8]=1)C.[H-].[H-].[H-].[H-].[Li+].[Al+3].[OH-].[Na+], predict the reaction product.